This data is from Forward reaction prediction with 1.9M reactions from USPTO patents (1976-2016). The task is: Predict the product of the given reaction. Given the reactants [Cl:1][C:2]1[S:6][C:5]([S:7](Cl)(=[O:9])=[O:8])=[CH:4][CH:3]=1.S(O)(O)(=O)=O.[CH2:16]([NH:24][C:25]([NH2:27])=[NH:26])[CH2:17][CH2:18][CH2:19][CH2:20][CH2:21][CH2:22][CH3:23].[CH2:16]([NH:24][C:25]([NH2:27])=[NH:26])[CH2:17][CH2:18][CH2:19][CH2:20][CH2:21][CH2:22][CH3:23], predict the reaction product. The product is: [Cl:1][C:2]1[S:6][C:5]([S:7]([NH:27][C:25]([NH:24][CH2:16][CH2:17][CH2:18][CH2:19][CH2:20][CH2:21][CH2:22][CH3:23])=[NH:26])(=[O:9])=[O:8])=[CH:4][CH:3]=1.